From a dataset of Forward reaction prediction with 1.9M reactions from USPTO patents (1976-2016). Predict the product of the given reaction. Given the reactants Cl[C:2]1[C:3]2[CH:20]=[CH:19][N:18]([CH:21]([CH3:23])[CH3:22])[C:4]=2[N:5]=[C:6]([S:8]([C:11]2[CH:16]=[CH:15][C:14]([F:17])=[CH:13][CH:12]=2)(=[O:10])=[O:9])[N:7]=1.[CH3:24][C:25]1[NH:29][N:28]=[C:27]([NH2:30])[CH:26]=1.[I-].[Na+].CCN(C(C)C)C(C)C, predict the reaction product. The product is: [F:17][C:14]1[CH:15]=[CH:16][C:11]([S:8]([C:6]2[N:7]=[C:2]([NH:30][C:27]3[CH:26]=[C:25]([CH3:24])[NH:29][N:28]=3)[C:3]3[CH:20]=[CH:19][N:18]([CH:21]([CH3:23])[CH3:22])[C:4]=3[N:5]=2)(=[O:10])=[O:9])=[CH:12][CH:13]=1.